From a dataset of Reaction yield outcomes from USPTO patents with 853,638 reactions. Predict the reaction yield, written as a fraction of the theoretical maximum amount of product (1.0 means a 100% yield; for example, 0.34 means a 34% yield). The reactants are C([O:8][NH:9][C:10]([C:12]1[CH:36]=[CH:35][C:15]([O:16][C:17]([C:19]2([C:25]3[CH:34]=[CH:33][C:28]([C:29]([O:31][CH3:32])=[O:30])=[CH:27][CH:26]=3)[CH2:24][CH2:23][CH2:22][CH2:21][CH2:20]2)=[O:18])=[CH:14][CH:13]=1)=[O:11])C1C=CC=CC=1. The catalyst is [Pd].CO.C(OCC)C. The product is [OH:8][NH:9][C:10]([C:12]1[CH:13]=[CH:14][C:15]([O:16][C:17]([C:19]2([C:25]3[CH:26]=[CH:27][C:28]([C:29]([O:31][CH3:32])=[O:30])=[CH:33][CH:34]=3)[CH2:20][CH2:21][CH2:22][CH2:23][CH2:24]2)=[O:18])=[CH:35][CH:36]=1)=[O:11]. The yield is 0.640.